Dataset: CYP3A4 inhibition data for predicting drug metabolism from PubChem BioAssay. Task: Regression/Classification. Given a drug SMILES string, predict its absorption, distribution, metabolism, or excretion properties. Task type varies by dataset: regression for continuous measurements (e.g., permeability, clearance, half-life) or binary classification for categorical outcomes (e.g., BBB penetration, CYP inhibition). Dataset: cyp3a4_veith. (1) The drug is OCC1CCCN(Cc2ccc(-c3ccccc3)cc2)C1. The result is 0 (non-inhibitor). (2) The drug is CCCCCC1=C2CNC(Cc3ccccc3)(C(=O)OC)C=C2C(C)C1=O. The result is 1 (inhibitor).